From a dataset of Full USPTO retrosynthesis dataset with 1.9M reactions from patents (1976-2016). Predict the reactants needed to synthesize the given product. (1) Given the product [ClH:29].[CH3:1][CH:2]([CH3:22])[CH2:3][C:4]1[C:14]2[O:13][CH2:12][CH2:11][NH:10][CH2:9][C:8]=2[CH:7]=[CH:6][CH:5]=1, predict the reactants needed to synthesize it. The reactants are: [CH3:1][CH:2]([CH3:22])[CH2:3][C:4]1[C:14]2[O:13][CH2:12][CH2:11][N:10](C(OC(C)(C)C)=O)[CH2:9][C:8]=2[CH:7]=[CH:6][CH:5]=1.C(OCC)(=O)C.[ClH:29]. (2) Given the product [C:1]([O:5][C:6]([N:8]1[CH2:13][CH2:12][CH:11]([N:14]([C:15]2[CH:20]=[CH:19][C:18]([Cl:21])=[CH:17][CH:16]=2)[CH2:23][C:24]2[CH:25]=[C:26]([C:30]3[CH:35]=[C:34]([O:36][CH3:37])[C:33]([O:38][CH3:39])=[C:32]([O:40][CH3:41])[CH:31]=3)[CH:27]=[N:28][CH:29]=2)[CH2:10][CH2:9]1)=[O:7])([CH3:4])([CH3:2])[CH3:3], predict the reactants needed to synthesize it. The reactants are: [C:1]([O:5][C:6]([N:8]1[CH2:13][CH2:12][CH:11]([NH:14][C:15]2[CH:20]=[CH:19][C:18]([Cl:21])=[CH:17][CH:16]=2)[CH2:10][CH2:9]1)=[O:7])([CH3:4])([CH3:3])[CH3:2].Cl[CH2:23][C:24]1[CH:25]=[C:26]([C:30]2[CH:35]=[C:34]([O:36][CH3:37])[C:33]([O:38][CH3:39])=[C:32]([O:40][CH3:41])[CH:31]=2)[CH:27]=[N:28][CH:29]=1.